This data is from Full USPTO retrosynthesis dataset with 1.9M reactions from patents (1976-2016). The task is: Predict the reactants needed to synthesize the given product. Given the product [F:33][C:32]([F:35])([F:34])[S:29]([O:18][C:13]1[N:14]([S:29]([C:32]([F:33])([F:34])[F:35])(=[O:30])=[O:31])[C:15]2[C:11]([CH:12]=1)=[CH:10][C:9]([C:6]1[CH:7]=[N:8][C:3]([O:2][CH3:1])=[CH:4][C:5]=1[CH3:19])=[CH:17][CH:16]=2)(=[O:31])=[O:30], predict the reactants needed to synthesize it. The reactants are: [CH3:1][O:2][C:3]1[N:8]=[CH:7][C:6]([C:9]2[CH:10]=[C:11]3[C:15](=[CH:16][CH:17]=2)[NH:14][C:13](=[O:18])[CH2:12]3)=[C:5]([CH3:19])[CH:4]=1.[H-].[Na+].C1C=CC(N([S:29]([C:32]([F:35])([F:34])[F:33])(=[O:31])=[O:30])[S:29]([C:32]([F:35])([F:34])[F:33])(=[O:31])=[O:30])=CC=1.